This data is from Forward reaction prediction with 1.9M reactions from USPTO patents (1976-2016). The task is: Predict the product of the given reaction. Given the reactants [N:1]1([N:6]=[CH:7][C:8]2[C:16]3[C:11](=[CH:12][C:13]([NH:17][C:18]4[CH:26]=[CH:25][CH:24]=[CH:23][C:19]=4[C:20]([OH:22])=O)=[CH:14][CH:15]=3)[N:10]([CH2:27][O:28][CH2:29][CH2:30][Si:31]([CH3:34])([CH3:33])[CH3:32])[N:9]=2)[CH:5]=[CH:4][CH:3]=[CH:2]1.[CH3:35][N:36]1[C:40]([CH2:41][NH2:42])=[CH:39][C:38]([CH3:43])=[N:37]1, predict the reaction product. The product is: [CH3:35][N:36]1[C:40]([CH2:41][NH:42][C:20](=[O:22])[C:19]2[CH:23]=[CH:24][CH:25]=[CH:26][C:18]=2[NH:17][C:13]2[CH:12]=[C:11]3[C:16]([C:8]([CH:7]=[N:6][N:1]4[CH:2]=[CH:3][CH:4]=[CH:5]4)=[N:9][N:10]3[CH2:27][O:28][CH2:29][CH2:30][Si:31]([CH3:33])([CH3:32])[CH3:34])=[CH:15][CH:14]=2)=[CH:39][C:38]([CH3:43])=[N:37]1.